Dataset: Catalyst prediction with 721,799 reactions and 888 catalyst types from USPTO. Task: Predict which catalyst facilitates the given reaction. Reactant: [NH2:1][C@H:2]([CH2:18][C:19]1[CH:24]=[CH:23][C:22]([CH2:25][CH3:26])=[C:21]([CH2:27][CH3:28])[CH:20]=1)[C:3]([N:5]1[CH2:10][CH2:9][CH:8]([N:11]2[CH2:16][CH2:15][N:14]([CH3:17])[CH2:13][CH2:12]2)[CH2:7][CH2:6]1)=[O:4].[NH:29]1[CH2:34][CH2:33][CH:32]([N:35]2[CH2:41][CH2:40][C:39]3[CH:42]=[CH:43][CH:44]=[CH:45][C:38]=3[NH:37][C:36]2=[O:46])[CH2:31][CH2:30]1.C1C[O:50][CH2:49]C1. Product: [CH2:27]([C:21]1[CH:20]=[C:19]([CH:24]=[CH:23][C:22]=1[CH2:25][CH3:26])[CH2:18][C@@H:2]([NH:1][C:49]([N:29]1[CH2:30][CH2:31][CH:32]([N:35]2[CH2:41][CH2:40][C:39]3[CH:42]=[CH:43][CH:44]=[CH:45][C:38]=3[NH:37][C:36]2=[O:46])[CH2:33][CH2:34]1)=[O:50])[C:3]([N:5]1[CH2:10][CH2:9][CH:8]([N:11]2[CH2:12][CH2:13][N:14]([CH3:17])[CH2:15][CH2:16]2)[CH2:7][CH2:6]1)=[O:4])[CH3:28]. The catalyst class is: 3.